From a dataset of Peptide-MHC class I binding affinity with 185,985 pairs from IEDB/IMGT. Regression. Given a peptide amino acid sequence and an MHC pseudo amino acid sequence, predict their binding affinity value. This is MHC class I binding data. (1) The peptide sequence is EELSLMYEAL. The MHC is HLA-B45:01 with pseudo-sequence HLA-B45:01. The binding affinity (normalized) is 0.318. (2) The peptide sequence is TASALYREAL. The MHC is Patr-B0101 with pseudo-sequence Patr-B0101. The binding affinity (normalized) is 0.185. (3) The binding affinity (normalized) is 0.605. The peptide sequence is VLPPLSADL. The MHC is HLA-A02:50 with pseudo-sequence HLA-A02:50. (4) The peptide sequence is KLTDFGLSK. The MHC is HLA-A01:01 with pseudo-sequence HLA-A01:01. The binding affinity (normalized) is 0. (5) The peptide sequence is HTTTGRTSL. The MHC is HLA-A01:01 with pseudo-sequence HLA-A01:01. The binding affinity (normalized) is 0.0847. (6) The peptide sequence is YSAWGGYNL. The MHC is HLA-C05:01 with pseudo-sequence HLA-C05:01. The binding affinity (normalized) is 0.229. (7) The peptide sequence is RPYGKFRAM. The MHC is HLA-B40:01 with pseudo-sequence HLA-B40:01. The binding affinity (normalized) is 0.0847. (8) The peptide sequence is ASSWAPTQK. The MHC is HLA-B35:01 with pseudo-sequence HLA-B35:01. The binding affinity (normalized) is 0.0847. (9) The peptide sequence is SRWRIRSGL. The MHC is HLA-B73:01 with pseudo-sequence HLA-B73:01. The binding affinity (normalized) is 0.281.